Task: Predict the reactants needed to synthesize the given product.. Dataset: Full USPTO retrosynthesis dataset with 1.9M reactions from patents (1976-2016) (1) Given the product [CH3:56][O:57][C:41]1[CH:40]=[C:39]([C:35]2[O:36][C:37]([CH3:38])=[C:33]([CH2:32][CH2:31][O:30][C:24]3[C:25]4[CH:29]=[CH:28][S:27][C:26]=4[C:21]([CH2:20][CH:5]([O:4][CH:1]([CH3:2])[CH3:3])[C:6]([OH:8])=[O:7])=[CH:22][CH:23]=3)[N:34]=2)[CH:44]=[C:43]([O:54][CH3:52])[CH:42]=1, predict the reactants needed to synthesize it. The reactants are: [CH:1]([O:4][CH2:5][C:6]([O:8]CC)=[O:7])([CH3:3])[CH3:2].C(O[C@@H]([CH2:20][C:21]1[C:26]2[S:27][CH:28]=[CH:29][C:25]=2[C:24]([O:30][CH2:31][CH2:32][C:33]2[N:34]=[C:35]([C:39]3[CH:44]=[CH:43][C:42](C(C)C)=[CH:41][CH:40]=3)[O:36][C:37]=2[CH3:38])=[CH:23][CH:22]=1)C(O)=O)CC=C.[H-].[Na+].BrC[C:52]([OH:54])=O.C[CH2:56][OH:57]. (2) Given the product [CH3:1][N:2]1[C:6]([C:7]([F:8])([F:9])[F:10])=[CH:5][C:4]([NH:11][C:13](=[O:14])[O:15][C:16]2[CH:21]=[CH:20][CH:19]=[CH:18][CH:17]=2)=[N:3]1, predict the reactants needed to synthesize it. The reactants are: [CH3:1][N:2]1[C:6]([C:7]([F:10])([F:9])[F:8])=[CH:5][C:4]([NH2:11])=[N:3]1.Cl[C:13]([O:15][C:16]1[CH:21]=[CH:20][CH:19]=[CH:18][CH:17]=1)=[O:14].C([O-])([O-])=O.[K+].[K+]. (3) Given the product [ClH:28].[O:1]1[C:5]2=[CH:6][C:7]3[CH2:8][CH2:9][NH:10][CH2:11][C:12]=3[CH:13]=[C:4]2[O:3][CH2:2]1, predict the reactants needed to synthesize it. The reactants are: [O:1]1[C:5]2=[CH:6][C:7]3[CH2:8][CH2:9][N:10](C[N:10]4[CH2:9][CH2:8][C:7]5[CH:6]=[C:5]6[O:1][CH2:2][O:3][C:4]6=[CH:13][C:12]=5[CH2:11]4)[CH2:11][C:12]=3[CH:13]=[C:4]2[O:3][CH2:2]1.[ClH:28]. (4) Given the product [CH3:28][C:27]1[CH:29]=[CH:30][C:24]([S:21]([O:12][C:4]2[CH:5]=[CH:6][C:7]([CH2:9][CH2:10][CH3:11])=[CH:8][C:3]=2[O:2][CH3:1])(=[O:23])=[O:22])=[CH:25][CH:26]=1, predict the reactants needed to synthesize it. The reactants are: [CH3:1][O:2][C:3]1[CH:8]=[C:7]([CH2:9][CH2:10][CH3:11])[CH:6]=[CH:5][C:4]=1[OH:12].[Na+].[I-].C([O-])([O-])=O.[K+].[K+].[S:21](Cl)([C:24]1[CH:30]=[CH:29][C:27]([CH3:28])=[CH:26][CH:25]=1)(=[O:23])=[O:22]. (5) Given the product [NH2:9][C:7]1[CH:8]=[C:3]([C:1]#[N:2])[CH:4]=[C:5]([CH3:27])[C:6]=1[N:12]([C:13]([O:15][C:16]([CH3:19])([CH3:18])[CH3:17])=[O:14])[C:20]([O:22][C:23]([CH3:26])([CH3:24])[CH3:25])=[O:21], predict the reactants needed to synthesize it. The reactants are: [C:1]([C:3]1[CH:8]=[C:7]([N+:9]([O-])=O)[C:6]([N:12]([C:20]([O:22][C:23]([CH3:26])([CH3:25])[CH3:24])=[O:21])[C:13]([O:15][C:16]([CH3:19])([CH3:18])[CH3:17])=[O:14])=[C:5]([CH3:27])[CH:4]=1)#[N:2].S(S([O-])=O)([O-])=O.[Na+].[Na+].C(=O)(O)[O-].[Na+].CO. (6) The reactants are: [NH2:1][CH2:2][CH2:3][CH2:4][N:5]1[C:13]([CH2:14][C:15]2[C:23]([I:24])=[CH:22][C:18]3[O:19][CH2:20][O:21][C:17]=3[CH:16]=2)=[N:12][C:11]2[C:6]1=[N:7][C:8]([F:26])=[N:9][C:10]=2[NH2:25].[CH:27]1([S:30](Cl)(=[O:32])=[O:31])[CH2:29][CH2:28]1.C(N(CC)CC)C. Given the product [NH2:25][C:10]1[N:9]=[C:8]([F:26])[N:7]=[C:6]2[C:11]=1[N:12]=[C:13]([CH2:14][C:15]1[C:23]([I:24])=[CH:22][C:18]3[O:19][CH2:20][O:21][C:17]=3[CH:16]=1)[N:5]2[CH2:4][CH2:3][CH2:2][NH:1][S:30]([CH:27]1[CH2:29][CH2:28]1)(=[O:32])=[O:31], predict the reactants needed to synthesize it.